Predict the reaction yield, written as a fraction of the theoretical maximum amount of product (1.0 means a 100% yield; for example, 0.34 means a 34% yield). From a dataset of Reaction yield outcomes from USPTO patents with 853,638 reactions. The reactants are BrC[CH2:3][CH2:4][CH2:5][C:6]([CH3:21])([C:15]1[CH:20]=[CH:19][CH:18]=[CH:17][CH:16]=1)[CH2:7][O:8][CH:9]1[CH2:14][CH2:13][CH2:12][CH2:11][O:10]1.[Br:22]CCCC(C)(C1C=CC=CC=1)CO.O1C=CCCC1. The catalyst is ClCl.O.C1(C)C=CC(S(O)(=O)=O)=CC=1. The product is [Br:22][CH2:3][CH2:4][CH2:5][C:6]([CH3:21])([C:15]1[CH:20]=[CH:19][CH:18]=[CH:17][CH:16]=1)[CH2:7][O:8][CH:9]1[CH2:14][CH2:13][CH2:12][CH2:11][O:10]1. The yield is 0.950.